Dataset: Forward reaction prediction with 1.9M reactions from USPTO patents (1976-2016). Task: Predict the product of the given reaction. (1) The product is: [CH2:1]([O:8][C:9]([NH:11][C@H:12]([C:30]1[N:32]([C@@H:33]([CH2:38][CH2:39][CH2:40][CH3:41])[C:34]([O:36][CH3:37])=[O:35])[N:95]=[N:94][N:93]=1)[CH2:13][C:14]1[C:22]2[C:17](=[CH:18][CH:19]=[CH:20][CH:21]=2)[N:16]([C:23]([O:25][C:26]([CH3:29])([CH3:28])[CH3:27])=[O:24])[CH:15]=1)=[O:10])[C:2]1[CH:3]=[CH:4][CH:5]=[CH:6][CH:7]=1. Given the reactants [CH2:1]([O:8][C:9]([NH:11][C@H:12]([C:30]([NH:32][C@@H:33]([CH2:38][CH2:39][CH2:40][CH3:41])[C:34]([O:36][CH3:37])=[O:35])=O)[CH2:13][C:14]1[C:22]2[C:17](=[CH:18][CH:19]=[CH:20][CH:21]=2)[N:16]([C:23]([O:25][C:26]([CH3:29])([CH3:28])[CH3:27])=[O:24])[CH:15]=1)=[O:10])[C:2]1[CH:7]=[CH:6][CH:5]=[CH:4][CH:3]=1.C1(P(C2C=CC=CC=2)C2C=CC=CC=2)C=CC=CC=1.N#N.CC(OC(/N=N/C(OC(C)C)=O)=O)C.P([N:93]=[N+:94]=[N-:95])(=O)(OC1C=CC=CC=1)OC1C=CC=CC=1, predict the reaction product. (2) Given the reactants [CH2:1]([O:8][C:9]([NH:11][CH2:12][CH2:13][CH2:14][C@@H:15]([NH:18]C(OC(C)(C)C)=O)[CH2:16][OH:17])=[O:10])[C:2]1[CH:7]=[CH:6][CH:5]=[CH:4][CH:3]=1.Cl.O.[OH-].[Na+], predict the reaction product. The product is: [CH2:1]([O:8][C:9]([NH:11][CH2:12][CH2:13][CH2:14][C@@H:15]([NH2:18])[CH2:16][OH:17])=[O:10])[C:2]1[CH:3]=[CH:4][CH:5]=[CH:6][CH:7]=1.